From a dataset of Reaction yield outcomes from USPTO patents with 853,638 reactions. Predict the reaction yield, written as a fraction of the theoretical maximum amount of product (1.0 means a 100% yield; for example, 0.34 means a 34% yield). (1) The reactants are [H-].[H-].[H-].[H-].[Li+].[Al+3].[CH2:7]([C:9]1[CH:10]=[N:11][CH:12]=[C:13]([CH2:20][CH3:21])[C:14]=1[C:15](OCC)=[O:16])[CH3:8]. The catalyst is C1COCC1. The product is [CH2:20]([C:13]1[CH:12]=[N:11][CH:10]=[C:9]([CH2:7][CH3:8])[C:14]=1[CH2:15][OH:16])[CH3:21]. The yield is 0.860. (2) The reactants are [Na].Cl.[C:3]([NH2:6])(=[NH:5])[CH3:4].C[C:8](C)([C:14]([O-:16])=O)[C:9]([O:11]OC)=O.[CH2:18]([OH:20])C. No catalyst specified. The product is [CH3:18][O:20][C:8]1[C:9]([OH:11])=[N:5][C:3]([CH3:4])=[N:6][C:14]=1[OH:16]. The yield is 0.550.